From a dataset of Reaction yield outcomes from USPTO patents with 853,638 reactions. Predict the reaction yield, written as a fraction of the theoretical maximum amount of product (1.0 means a 100% yield; for example, 0.34 means a 34% yield). The reactants are [NH:1]=[C:2]1[N:6]([C:7]2[S:8][CH:9]=[C:10]([C:12]3[CH:19]=[CH:18][C:15]([C:16]#[N:17])=[CH:14][CH:13]=3)[N:11]=2)[C:5]([CH3:21])([CH3:20])[CH2:4][O:3]1.C(N(CC)CC)C.[CH3:29][S:30](Cl)(=[O:32])=[O:31]. The catalyst is O1CCCC1. The product is [C:16]([C:15]1[CH:14]=[CH:13][C:12]([C:10]2[N:11]=[C:7]([N:6]3[C:5]([CH3:21])([CH3:20])[CH2:4][O:3]/[C:2]/3=[N:1]\[S:30]([CH3:29])(=[O:32])=[O:31])[S:8][CH:9]=2)=[CH:19][CH:18]=1)#[N:17]. The yield is 0.0600.